This data is from Forward reaction prediction with 1.9M reactions from USPTO patents (1976-2016). The task is: Predict the product of the given reaction. (1) Given the reactants C[CH:2]([O:34][C:35]1[CH:40]=[CH:39][C:38]([C:41]([O:43][C:44]([CH3:47])([CH3:46])[CH3:45])=[O:42])=[CH:37][CH:36]=1)[C:3](=[O:33])[CH2:4][O:5][C:6]1[CH:11]=[CH:10][C:9]([CH2:12][CH2:13][CH2:14][O:15][Si](C(C)(C)C)(C2C=CC=CC=2)C2C=CC=CC=2)=[CH:8][CH:7]=1.C(O)(=O)C.[F-].C([N+](CCCC)(CCCC)CCCC)CCC, predict the reaction product. The product is: [OH:15][CH2:14][CH2:13][CH2:12][C:9]1[CH:8]=[CH:7][C:6]([O:5][CH2:4][C:3](=[O:33])[CH2:2][O:34][C:35]2[CH:36]=[CH:37][C:38]([C:41]([O:43][C:44]([CH3:45])([CH3:46])[CH3:47])=[O:42])=[CH:39][CH:40]=2)=[CH:11][CH:10]=1. (2) Given the reactants [Cl:1][C:2]1[CH:7]=[CH:6][C:5](B(O)O)=[CH:4][CH:3]=1.Br[C:12]1[C:13]([CH3:38])=[C:14]([N:18]([CH2:23][C:24]2[CH:36]=[CH:35][C:27]([O:28][CH2:29][C:30]([O:32]CC)=[O:31])=[C:26]([CH3:37])[CH:25]=2)[CH2:19][CH2:20][O:21][CH3:22])[CH:15]=[CH:16][CH:17]=1, predict the reaction product. The product is: [Cl:1][C:2]1[CH:7]=[CH:6][C:5]([C:12]2[CH:17]=[CH:16][CH:15]=[C:14]([N:18]([CH2:23][C:24]3[CH:36]=[CH:35][C:27]([O:28][CH2:29][C:30]([OH:32])=[O:31])=[C:26]([CH3:37])[CH:25]=3)[CH2:19][CH2:20][O:21][CH3:22])[C:13]=2[CH3:38])=[CH:4][CH:3]=1.